From a dataset of Reaction yield outcomes from USPTO patents with 853,638 reactions. Predict the reaction yield, written as a fraction of the theoretical maximum amount of product (1.0 means a 100% yield; for example, 0.34 means a 34% yield). The reactants are [CH2:1]([C:3]1[CH:8]=[C:7]([CH3:9])[NH:6][C:5](=[O:10])[C:4]=1[C:11]#[N:12])[CH3:2].N. The catalyst is [Ni].CO. The product is [NH2:12][CH2:11][C:4]1[C:5](=[O:10])[NH:6][C:7]([CH3:9])=[CH:8][C:3]=1[CH2:1][CH3:2]. The yield is 0.540.